Task: Predict which catalyst facilitates the given reaction.. Dataset: Catalyst prediction with 721,799 reactions and 888 catalyst types from USPTO (1) Reactant: [O:1]=[S:2]1(=[O:28])[C:15]2[C:10](=[CH:11][CH:12]=[CH:13][CH:14]=2)[NH:9][C:8]2[CH:7]=[C:6](/[C:16](=[CH:20]\[CH:21]3[CH2:26][CH2:25][C:24](=[O:27])[CH2:23][CH2:22]3)/[C:17](O)=[O:18])[CH:5]=[CH:4][C:3]1=2.[CH3:29][N:30]1[CH:34]=[CH:33][C:32]([NH2:35])=[N:31]1.C(N(CC)C(C)C)(C)C.CN(C(ON1N=NC2C=CC=NC1=2)=[N+](C)C)C.F[P-](F)(F)(F)(F)F.C1C=NC2N(O)N=NC=2C=1. Product: [O:28]=[S:2]1(=[O:1])[C:15]2[C:10](=[CH:11][CH:12]=[CH:13][CH:14]=2)[NH:9][C:8]2[CH:7]=[C:6](/[C:16](=[CH:20]\[CH:21]3[CH2:22][CH2:23][C:24](=[O:27])[CH2:25][CH2:26]3)/[C:17]([NH:35][C:32]3[CH:33]=[CH:34][N:30]([CH3:29])[N:31]=3)=[O:18])[CH:5]=[CH:4][C:3]1=2. The catalyst class is: 42. (2) Reactant: [C:1]([O:5][C:6]([N:8]([CH3:76])[C@@H:9]([CH3:75])[C:10]([NH:12][C@@H:13]([CH2:18][C:19]1[CH:24]=[CH:23][C:22]([CH2:25][CH2:26][C:27]2[CH:32]=[CH:31][C:30]([C:33](=[O:74])[NH:34][C@H:35]3[CH2:39][C@@H:38]([C:40](=[O:52])[NH:41][C@H:42]4[C:51]5[C:46](=[CH:47][CH:48]=[CH:49][CH:50]=5)[CH2:45][CH2:44][CH2:43]4)[N:37]([C:53](=[O:73])[C@@H:54]([NH:59][C:60](=[O:72])[C@@H:61]([N:63]([C:65]([O:67][C:68]([CH3:71])([CH3:70])[CH3:69])=[O:66])[CH3:64])[CH3:62])[C:55]([CH3:58])([CH3:57])[CH3:56])[CH2:36]3)=[CH:29][CH:28]=2)=[CH:21][CH:20]=1)[C:14]([O:16]C)=[O:15])=[O:11])=[O:7])([CH3:4])([CH3:3])[CH3:2].[Li+].[OH-]. Product: [C:1]([O:5][C:6]([N:8]([CH3:76])[C@@H:9]([CH3:75])[C:10]([NH:12][C@@H:13]([CH2:18][C:19]1[CH:20]=[CH:21][C:22]([CH2:25][CH2:26][C:27]2[CH:32]=[CH:31][C:30]([C:33](=[O:74])[NH:34][C@H:35]3[CH2:39][C@@H:38]([C:40](=[O:52])[NH:41][C@H:42]4[C:51]5[C:46](=[CH:47][CH:48]=[CH:49][CH:50]=5)[CH2:45][CH2:44][CH2:43]4)[N:37]([C:53](=[O:73])[C@@H:54]([NH:59][C:60](=[O:72])[C@@H:61]([N:63]([C:65]([O:67][C:68]([CH3:71])([CH3:70])[CH3:69])=[O:66])[CH3:64])[CH3:62])[C:55]([CH3:56])([CH3:58])[CH3:57])[CH2:36]3)=[CH:29][CH:28]=2)=[CH:23][CH:24]=1)[C:14]([OH:16])=[O:15])=[O:11])=[O:7])([CH3:2])([CH3:3])[CH3:4]. The catalyst class is: 92. (3) Reactant: [F:1][C:2]1[CH:3]=[C:4]([CH3:11])[CH:5]=[CH:6][C:7]=1[N+:8]([O-:10])=[O:9].[Br:12]([O-])(=O)=O.[K+].S(S([O-])=O)([O-])=O.[Na+].[Na+]. Product: [Br:12][CH2:11][C:4]1[CH:5]=[CH:6][C:7]([N+:8]([O-:10])=[O:9])=[C:2]([F:1])[CH:3]=1. The catalyst class is: 46. (4) Product: [CH3:56][O:57][CH2:58][CH2:59][NH:60][C:30]([C:26]1[C:25]([CH3:33])=[C:24](/[CH:23]=[C:16]2\[C:17](=[O:22])[NH:18][C:19]3[C:15]\2=[CH:14][C:13]([S:10]([CH2:9][C:3]2[C:4]([Cl:8])=[CH:5][CH:6]=[CH:7][C:2]=2[Cl:1])(=[O:12])=[O:11])=[CH:21][CH:20]=3)[NH:28][C:27]=1[CH3:29])=[O:32]. Reactant: [Cl:1][C:2]1[CH:7]=[CH:6][CH:5]=[C:4]([Cl:8])[C:3]=1[CH2:9][S:10]([C:13]1[CH:14]=[C:15]2[C:19](=[CH:20][CH:21]=1)[NH:18][C:17](=[O:22])/[C:16]/2=[CH:23]\[C:24]1[NH:28][C:27]([CH3:29])=[C:26]([C:30]([OH:32])=O)[C:25]=1[CH3:33])(=[O:12])=[O:11].C1C=CC2N(O)N=NC=2C=1.CCN=C=NCCCN(C)C.Cl.[CH3:56][O:57][CH2:58][CH2:59][NH2:60]. The catalyst class is: 3. (5) Reactant: [F:1][C:2]1[CH:28]=[CH:27][C:5]([CH2:6][N:7]2[CH2:12][CH2:11][N:10]([C:13]([CH2:15][O:16][C:17]3[CH:22]=[CH:21][C:20]([Cl:23])=[CH:19][CH:18]=3)=[O:14])[CH2:9][CH:8]2[CH2:24][CH:25]=[O:26])=[CH:4][CH:3]=1.[CH3:29][Mg]Br. Product: [F:1][C:2]1[CH:3]=[CH:4][C:5]([CH2:6][N:7]2[CH2:12][CH2:11][N:10]([C:13]([CH2:15][O:16][C:17]3[CH:22]=[CH:21][C:20]([Cl:23])=[CH:19][CH:18]=3)=[O:14])[CH2:9][CH:8]2[CH2:24][CH:25]([OH:26])[CH3:29])=[CH:27][CH:28]=1. The catalyst class is: 1. (6) Reactant: Cl.[Cl:2][C:3]1[CH:8]=[CH:7][CH:6]=[CH:5][C:4]=1[N:9]1[CH:13]([C:14]2[CH:15]=[N:16][C:17]([N:20]3[CH2:25][CH2:24][NH:23][CH2:22][CH2:21]3)=[CH:18][CH:19]=2)[CH2:12][C:11]([C:26]([C:32]([F:35])([F:34])[F:33])([C:28]([F:31])([F:30])[F:29])[OH:27])=[N:10]1.[CH3:36][S:37](Cl)(=[O:39])=[O:38].C(N(CC)CC)C. Product: [Cl:2][C:3]1[CH:8]=[CH:7][CH:6]=[CH:5][C:4]=1[N:9]1[CH:13]([C:14]2[CH:15]=[N:16][C:17]([N:20]3[CH2:25][CH2:24][N:23]([S:37]([CH3:36])(=[O:39])=[O:38])[CH2:22][CH2:21]3)=[CH:18][CH:19]=2)[CH2:12][C:11]([C:26]([C:28]([F:31])([F:30])[F:29])([C:32]([F:33])([F:35])[F:34])[OH:27])=[N:10]1. The catalyst class is: 4. (7) Reactant: [CH3:1][C:2]1[CH:8]=[CH:7][C:5]([NH2:6])=[CH:4][C:3]=1[N:9]1[C:16]2[N:12]([N:13]=[C:14]([C:17]3[CH:18]=[N:19][NH:20][CH:21]=3)[CH:15]=2)[CH:11]=[CH:10]1.CN(C(ON1N=NC2C=CC=NC1=2)=[N+](C)C)C.F[P-](F)(F)(F)(F)F.CN1CCOCC1.[OH:53][C:54]([C:57]1[CH:58]=[C:59]([CH:63]=[C:64]([S:66]([F:71])([F:70])([F:69])([F:68])[F:67])[CH:65]=1)[C:60](O)=[O:61])([CH3:56])[CH3:55].N. Product: [OH:53][C:54]([C:57]1[CH:58]=[C:59]([CH:63]=[C:64]([S:66]([F:71])([F:67])([F:68])([F:69])[F:70])[CH:65]=1)[C:60]([NH:6][C:5]1[CH:7]=[CH:8][C:2]([CH3:1])=[C:3]([N:9]2[C:16]3[N:12]([N:13]=[C:14]([C:17]4[CH:18]=[N:19][NH:20][CH:21]=4)[CH:15]=3)[CH:11]=[CH:10]2)[CH:4]=1)=[O:61])([CH3:55])[CH3:56]. The catalyst class is: 3. (8) Reactant: C[N:2]([CH3:16])[S:3]([C:6]1[CH:7]=[C:8]2[C:12](=[CH:13][CH:14]=1)[NH:11][C:10](=[O:15])[CH2:9]2)(=[O:5])=[O:4].C[N:18]1[CH2:23][CH2:22][C:21]2=[C:24]([CH:27]=O)[NH:25][CH:26]=[C:20]2[C:19]1=[O:29].N1CCCCC1. Product: [CH3:16][NH:2][S:3]([C:6]1[CH:7]=[C:8]2[C:12](=[CH:13][CH:14]=1)[NH:11][C:10](=[O:15])[C:9]2=[CH:27][C:24]1[NH:25][CH:26]=[C:20]2[C:21]=1[CH2:22][CH2:23][NH:18][C:19]2=[O:29])(=[O:4])=[O:5]. The catalyst class is: 8.